This data is from Retrosynthesis with 50K atom-mapped reactions and 10 reaction types from USPTO. The task is: Predict the reactants needed to synthesize the given product. Given the product CON(C)C(=O)C(CC(=O)OC(C)(C)C)NS(=O)(=O)c1ccccc1OCCc1c(O)ccc2ccccc12, predict the reactants needed to synthesize it. The reactants are: CON(C)C(=O)C(CC(=O)OC(C)(C)C)NS(=O)(=O)c1ccccc1OCCc1c(O[Si](C(C)C)(C(C)C)C(C)C)ccc2ccccc12.